From a dataset of Forward reaction prediction with 1.9M reactions from USPTO patents (1976-2016). Predict the product of the given reaction. (1) Given the reactants [C:1]([CH2:7][C:8]#[N:9])(=O)[C:2]([CH3:5])([CH3:4])[CH3:3].Cl.[CH3:11][C:12]1[CH:13]=[C:14]([NH:19][NH2:20])[CH:15]=[CH:16][C:17]=1[CH3:18].C(N(CC)CC)C.C(=O)([O-])O.[Na+], predict the reaction product. The product is: [C:2]([C:1]1[CH:7]=[C:8]([NH2:9])[N:19]([C:14]2[CH:15]=[CH:16][C:17]([CH3:18])=[C:12]([CH3:11])[CH:13]=2)[N:20]=1)([CH3:5])([CH3:4])[CH3:3]. (2) Given the reactants C([Li])CCC.C(NC(C)C)(C)C.[F:13][C:14]1[CH:15]=[C:16]([C:20]([F:23])([F:22])[F:21])[CH:17]=[CH:18][CH:19]=1.[CH3:24][S:25]SC, predict the reaction product. The product is: [F:13][C:14]1[CH:19]=[CH:18][CH:17]=[C:16]([C:20]([F:21])([F:22])[F:23])[C:15]=1[S:25][CH3:24]. (3) Given the reactants [CH3:1][C:2]1[N:7]([C:8]2[CH:13]=[CH:12][CH:11]=[C:10]([C:14]([F:17])([F:16])[F:15])[CH:9]=2)[C:6](=[O:18])[NH:5][CH:4]([C:19]2[CH:26]=[CH:25][C:22]([C:23]#[N:24])=[CH:21][CH:20]=2)[C:3]=1[C:27]([C:29]1[CH:30]=[N:31][CH:32]=[CH:33][CH:34]=1)=[O:28].C(=O)([O-])[O-].[K+].[K+].Cl[CH2:42][C:43]1[O:47][C:46]([C:48]([O:50][CH3:51])=[O:49])=[CH:45][CH:44]=1, predict the reaction product. The product is: [C:23]([C:22]1[CH:25]=[CH:26][C:19]([CH:4]2[N:5]([CH2:42][C:43]3[O:47][C:46]([C:48]([O:50][CH3:51])=[O:49])=[CH:45][CH:44]=3)[C:6](=[O:18])[N:7]([C:8]3[CH:13]=[CH:12][CH:11]=[C:10]([C:14]([F:15])([F:17])[F:16])[CH:9]=3)[C:2]([CH3:1])=[C:3]2[C:27]([C:29]2[CH:30]=[N:31][CH:32]=[CH:33][CH:34]=2)=[O:28])=[CH:20][CH:21]=1)#[N:24]. (4) Given the reactants [CH3:1][O:2][C:3]1[CH:9]=[CH:8][C:7](/[CH:10]=[CH:11]\[C:12]2[CH:17]=[C:16]([O:18][CH3:19])[C:15]([O:20][CH3:21])=[C:14]([O:22][CH3:23])[CH:13]=2)=[CH:6][C:4]=1[NH2:5].[CH2:24]([OH:26])[CH3:25].[OH2:27].[CH3:28][CH2:29][CH2:30][CH2:31][CH2:32]C.[C:34]([O:37][CH2:38][CH3:39])(=O)C, predict the reaction product. The product is: [OH:26][C:24]1[CH:25]=[C:29]([C:30](=[O:27])/[CH:31]=[CH:32]\[NH:5][C:4]2[CH:6]=[C:7](/[CH:10]=[CH:11]\[C:12]3[CH:13]=[C:14]([O:22][CH3:23])[C:15]([O:20][CH3:21])=[C:16]([O:18][CH3:19])[CH:17]=3)[CH:8]=[CH:9][C:3]=2[O:2][CH3:1])[CH:28]=[CH:39][C:38]=1[O:37][CH3:34].